Dataset: Peptide-MHC class I binding affinity with 185,985 pairs from IEDB/IMGT. Task: Regression. Given a peptide amino acid sequence and an MHC pseudo amino acid sequence, predict their binding affinity value. This is MHC class I binding data. (1) The peptide sequence is KYMRSGWGW. The MHC is HLA-B15:01 with pseudo-sequence HLA-B15:01. The binding affinity (normalized) is 0.135. (2) The peptide sequence is LQKGGVIVY. The binding affinity (normalized) is 0.0847. The MHC is HLA-A02:01 with pseudo-sequence HLA-A02:01. (3) The peptide sequence is YTILNRKAI. The MHC is HLA-B07:02 with pseudo-sequence HLA-B07:02. The binding affinity (normalized) is 0.0843. (4) The peptide sequence is MKSLAMTAF. The MHC is HLA-B15:03 with pseudo-sequence HLA-B15:03. The binding affinity (normalized) is 1.00. (5) The peptide sequence is YLIPFIWFV. The MHC is HLA-A02:01 with pseudo-sequence HLA-A02:01. The binding affinity (normalized) is 0.485.